From a dataset of Full USPTO retrosynthesis dataset with 1.9M reactions from patents (1976-2016). Predict the reactants needed to synthesize the given product. (1) Given the product [O:24]1[C:28]2[CH:29]=[CH:30][CH:31]=[CH:32][C:27]=2[CH:26]=[C:25]1[C:33]([NH:10][C@H:9]([C:11]([O:13][CH3:14])=[O:12])[CH2:8][C:7]1[CH:6]=[CH:5][C:4]([O:3][CH3:2])=[CH:16][CH:15]=1)=[O:34], predict the reactants needed to synthesize it. The reactants are: Cl.[CH3:2][O:3][C:4]1[CH:16]=[CH:15][C:7]([CH2:8][C@@H:9]([C:11]([O:13][CH3:14])=[O:12])[NH2:10])=[CH:6][CH:5]=1.C(N(CC)CC)C.[O:24]1[C:28]2[CH:29]=[CH:30][CH:31]=[CH:32][C:27]=2[CH:26]=[C:25]1[C:33](O)=[O:34].CCN=C=NCCCN(C)C.Cl. (2) Given the product [F:22][C:23]1[CH:24]=[C:25]([NH:26][C:2]2[N:3]=[C:4]([NH:20][CH3:21])[C:5]3[CH2:10][CH2:9][CH:8]([C:11]4[CH:16]=[C:15]([F:17])[C:14]([F:18])=[C:13]([F:19])[CH:12]=4)[C:6]=3[N:7]=2)[CH:27]=[CH:28][C:29]=1[N:30]1[C:34]([CH3:35])=[N:33][CH:32]=[N:31]1, predict the reactants needed to synthesize it. The reactants are: Cl[C:2]1[N:3]=[C:4]([NH:20][CH3:21])[C:5]2[CH2:10][CH2:9][CH:8]([C:11]3[CH:16]=[C:15]([F:17])[C:14]([F:18])=[C:13]([F:19])[CH:12]=3)[C:6]=2[N:7]=1.[F:22][C:23]1[CH:24]=[C:25]([CH:27]=[CH:28][C:29]=1[N:30]1[C:34]([CH3:35])=[N:33][CH:32]=[N:31]1)[NH2:26]. (3) Given the product [Cl:27][C:5]1[CH:6]=[C:7]([C:14]([O:16][CH3:17])=[O:15])[CH:8]=[C:9]2[C:10]3([CH2:11][CH2:12]3)[CH2:13][C:2]([CH3:18])([CH3:1])[O:3][C:4]=12, predict the reactants needed to synthesize it. The reactants are: [CH3:1][C:2]1([CH3:18])[CH2:13][C:10]2([CH2:12][CH2:11]2)[C:9]2[C:4](=[CH:5][CH:6]=[C:7]([C:14]([O:16][CH3:17])=[O:15])[CH:8]=2)[O:3]1.Cl.C1C(=O)N([Cl:27])C(=O)C1.S([O-])([O-])(=O)=S.[Na+].[Na+].[OH-].[Na+].